Dataset: Acute oral toxicity (LD50) regression data from Zhu et al.. Task: Regression/Classification. Given a drug SMILES string, predict its toxicity properties. Task type varies by dataset: regression for continuous values (e.g., LD50, hERG inhibition percentage) or binary classification for toxic/non-toxic outcomes (e.g., AMES mutagenicity, cardiotoxicity, hepatotoxicity). Dataset: ld50_zhu. (1) The molecule is CCOc1nc(C(Cl)(Cl)Cl)ns1. The rat oral LD50 is 2.36, given as -log10 of the dose in mol/kg body weight (higher means more acutely toxic). (2) The compound is CC(=O)c1cccc(N)c1. The rat oral LD50 is 1.86, given as -log10 of the dose in mol/kg body weight (higher means more acutely toxic).